Dataset: Full USPTO retrosynthesis dataset with 1.9M reactions from patents (1976-2016). Task: Predict the reactants needed to synthesize the given product. (1) Given the product [F:14][CH:2]([F:1])[C:3]([N:5]1[CH2:10][CH2:9][N:8]([CH2:11][CH2:12][O:13][Si:21]([CH:28]([CH3:30])[CH3:29])([CH:25]([CH3:27])[CH3:26])[CH:22]([CH3:24])[CH3:23])[CH2:7][CH2:6]1)=[O:4], predict the reactants needed to synthesize it. The reactants are: [F:1][CH:2]([F:14])[C:3]([N:5]1[CH2:10][CH2:9][N:8]([CH2:11][CH2:12][OH:13])[CH2:7][CH2:6]1)=[O:4].N1C=CN=C1.Cl[Si:21]([CH:28]([CH3:30])[CH3:29])([CH:25]([CH3:27])[CH3:26])[CH:22]([CH3:24])[CH3:23]. (2) Given the product [NH2:1][CH:2]([CH2:5][CH2:6][S:7][CH3:8])[C:3]([OH:10])=[O:4], predict the reactants needed to synthesize it. The reactants are: [NH2:1][CH:2]([CH2:5][CH2:6][S:7][CH3:8])[CH2:3][OH:4].C(=O)(O)[O-:10].[Na+].O. (3) Given the product [C:1]([O:5][C:6](=[O:23])[CH2:7][C@H:8]1[CH2:9][C@@H:10]([CH2:11][O:12][C:13](=[O:20])[C:14]2[CH:15]=[CH:16][CH:17]=[CH:18][CH:19]=2)[O:21][C:26]([CH3:28])([CH3:27])[O:22]1)([CH3:4])([CH3:2])[CH3:3], predict the reactants needed to synthesize it. The reactants are: [C:1]([O:5][C:6](=[O:23])[CH2:7][CH:8]([OH:22])[CH2:9][C@H:10]([OH:21])[CH2:11][O:12][C:13](=[O:20])[C:14]1[CH:19]=[CH:18][CH:17]=[CH:16][CH:15]=1)([CH3:4])([CH3:3])[CH3:2].CO[C:26](OC)([CH3:28])[CH3:27].FC(F)(F)C(O)=O.N1C=CC=CC=1. (4) Given the product [N:12]1[CH:13]=[CH:14][C:9]([NH:8][C:3](=[O:4])[C:2]([CH3:7])([CH3:6])[CH3:1])=[CH:10][CH:11]=1, predict the reactants needed to synthesize it. The reactants are: [CH3:1][C:2]([CH3:7])([CH3:6])[C:3](Cl)=[O:4].[NH2:8][C:9]1[CH:14]=[CH:13][N:12]=[CH:11][CH:10]=1.C(N(CC)CC)C. (5) Given the product [C:1]([O-:8])(=[O:7])[CH2:2][CH2:3][C:4]([O-:6])=[O:5].[NH4+:9].[NH4+:9].[C:1]([OH:8])(=[O:7])[CH2:2][CH2:3][C:4]([OH:6])=[O:5], predict the reactants needed to synthesize it. The reactants are: [C:1]([O-:8])(=[O:7])[CH2:2][CH2:3][C:4]([O-:6])=[O:5].[NH4+:9].[NH4+].C(O)CCCCCCCCCCC.